From a dataset of Full USPTO retrosynthesis dataset with 1.9M reactions from patents (1976-2016). Predict the reactants needed to synthesize the given product. (1) Given the product [CH3:2][C:3]1[C:7]([CH2:8][CH2:9][N:10]2[CH2:11][CH2:12][N:13]([CH2:24][C:25]([O:27][CH3:28])=[O:26])[CH2:14][CH2:15]2)=[C:6]([CH3:16])[O:5][N:4]=1, predict the reactants needed to synthesize it. The reactants are: Cl.[CH3:2][C:3]1[C:7]([CH2:8][CH2:9][N:10]2[CH2:15][CH2:14][NH:13][CH2:12][CH2:11]2)=[C:6]([CH3:16])[O:5][N:4]=1.C([O-])([O-])=O.[K+].[K+].Br[CH2:24][C:25]([O:27][CH3:28])=[O:26].O. (2) Given the product [NH2:1][C:2]1[C:3]([F:14])=[C:4]([F:13])[C:5]([C:6]([O:8][CH3:19])=[O:7])=[C:9]([F:12])[C:10]=1[F:11], predict the reactants needed to synthesize it. The reactants are: [NH2:1][C:2]1[C:10]([F:11])=[C:9]([F:12])[C:5]([C:6]([OH:8])=[O:7])=[C:4]([F:13])[C:3]=1[F:14].S(Cl)(Cl)=O.[CH3:19]O. (3) Given the product [C:22]([O:14][C:12](=[O:13])[CH2:11][CH2:10][CH2:9][CH2:8][CH2:16][NH:15][CH3:20])([CH3:24])([CH3:23])[CH3:21], predict the reactants needed to synthesize it. The reactants are: O=P(Cl)(Cl)Cl.CN[CH2:8][CH2:9][CH2:10][CH2:11][C:12]([OH:14])=[O:13].[N:15]1[CH:20]=CC=C[CH:16]=1.[CH3:21][C:22](O)([CH3:24])[CH3:23]. (4) Given the product [F:1][C:2]1[CH:3]=[C:4]([C:9]2[N:10]=[C:11]([CH:19]3[CH2:20][CH2:21][N:22]([C:26]4[C:27]5[CH:34]([CH2:35][CH3:36])[C:33](=[O:37])[NH:32][C:28]=5[N:29]=[CH:30][N:31]=4)[CH2:23][CH2:24]3)[N:12]([CH2:14][CH2:15][N:40]([CH3:41])[CH3:39])[CH:13]=2)[CH:5]=[CH:6][C:7]=1[F:8], predict the reactants needed to synthesize it. The reactants are: [F:1][C:2]1[CH:3]=[C:4]([C:9]2[N:10]=[C:11]([CH:19]3[CH2:24][CH2:23][NH:22][CH2:21][CH2:20]3)[N:12]([CH:14](N(C)C)[CH3:15])[CH:13]=2)[CH:5]=[CH:6][C:7]=1[F:8].Cl[C:26]1[C:27]2[CH:34]([CH2:35][CH3:36])[C:33](=[O:37])[NH:32][C:28]=2[N:29]=[CH:30][N:31]=1.C[CH2:39][N:40](C(C)C)[CH:41](C)C. (5) Given the product [F:1][C:2]1[CH:3]=[CH:4][C:5]([N:8]2[CH:12]=[C:11]([CH2:13][OH:14])[CH:10]=[N:9]2)=[N:6][CH:7]=1, predict the reactants needed to synthesize it. The reactants are: [F:1][C:2]1[CH:3]=[CH:4][C:5]([N:8]2[CH:12]=[C:11]([C:13](OCC)=[O:14])[CH:10]=[N:9]2)=[N:6][CH:7]=1.[H-].C([Al+]CC(C)C)C(C)C.CCCCCC.Cl. (6) Given the product [F:33][C:30]1[CH:31]=[CH:32][C:27]([C@@H:25]([OH:26])[CH2:24][CH2:23][C@@H:22]2[C@@H:19]([C:16]3[CH:15]=[CH:14][C:13]([C:9]4[CH:10]=[CH:11][CH:12]=[C:7]([B:43]5[O:47][C:46]([CH3:49])([CH3:48])[C:45]([CH3:51])([CH3:50])[O:44]5)[CH:8]=4)=[CH:18][CH:17]=3)[N:20]([C:35]3[CH:36]=[CH:37][CH:38]=[CH:39][CH:40]=3)[C:21]2=[O:34])=[CH:28][CH:29]=1, predict the reactants needed to synthesize it. The reactants are: FC(F)(F)S(O[C:7]1[CH:8]=[C:9]([C:13]2[CH:18]=[CH:17][C:16]([C@@H:19]3[C@@H:22]([CH2:23][CH2:24][C@@H:25]([C:27]4[CH:32]=[CH:31][C:30]([F:33])=[CH:29][CH:28]=4)[OH:26])[C:21](=[O:34])[N:20]3[C:35]3[CH:40]=[CH:39][CH:38]=[CH:37][CH:36]=3)=[CH:15][CH:14]=2)[CH:10]=[CH:11][CH:12]=1)(=O)=O.[B:43]1([B:43]2[O:47][C:46]([CH3:49])([CH3:48])[C:45]([CH3:51])([CH3:50])[O:44]2)[O:47][C:46]([CH3:49])([CH3:48])[C:45]([CH3:51])([CH3:50])[O:44]1.C([O-])(=O)C.[K+].O. (7) The reactants are: [F:1][C:2]1[CH:24]=[CH:23][C:5]([O:6][C:7]2[C:20](=[O:21])[N:19]([CH3:22])[C:10]3[N:11]=[C:12](S(C)(=O)=O)[N:13]=[CH:14][C:9]=3[CH:8]=2)=[CH:4][CH:3]=1.[CH2:25]([NH2:32])[C:26]1[CH:31]=[CH:30][CH:29]=[CH:28][CH:27]=1.CO. Given the product [CH2:25]([NH:32][C:12]1[N:13]=[CH:14][C:9]2[CH:8]=[C:7]([O:6][C:5]3[CH:23]=[CH:24][C:2]([F:1])=[CH:3][CH:4]=3)[C:20](=[O:21])[N:19]([CH3:22])[C:10]=2[N:11]=1)[C:26]1[CH:31]=[CH:30][CH:29]=[CH:28][CH:27]=1, predict the reactants needed to synthesize it.